This data is from Peptide-MHC class I binding affinity with 185,985 pairs from IEDB/IMGT. The task is: Regression. Given a peptide amino acid sequence and an MHC pseudo amino acid sequence, predict their binding affinity value. This is MHC class I binding data. (1) The binding affinity (normalized) is 0.675. The peptide sequence is TLMAMDLGEL. The MHC is HLA-A02:01 with pseudo-sequence HLA-A02:01. (2) The peptide sequence is MKITAEWLW. The MHC is HLA-B57:01 with pseudo-sequence HLA-B57:01. The binding affinity (normalized) is 0.652.